This data is from Catalyst prediction with 721,799 reactions and 888 catalyst types from USPTO. The task is: Predict which catalyst facilitates the given reaction. (1) Reactant: [N:1]1([C:7]2[N:12]=[CH:11][N:10]=[C:9]([NH:13][C:14]3[S:15][C:16]([C:19]#[N:20])=[CH:17][N:18]=3)[CH:8]=2)[CH2:6][CH2:5][NH:4][CH2:3][CH2:2]1.Br[CH2:22][C:23]([NH:25][CH:26]1[CH2:28][CH2:27]1)=[O:24]. Product: [C:19]([C:16]1[S:15][C:14]([NH:13][C:9]2[N:10]=[CH:11][N:12]=[C:7]([N:1]3[CH2:6][CH2:5][N:4]([CH2:22][C:23]([NH:25][CH:26]4[CH2:28][CH2:27]4)=[O:24])[CH2:3][CH2:2]3)[CH:8]=2)=[N:18][CH:17]=1)#[N:20]. The catalyst class is: 22. (2) Reactant: [F:1][C:2]1[C:24]([S:25]([CH:27]2[CH2:32][CH2:31][N:30]([C:33]([CH3:37])([CH3:36])[CH2:34][OH:35])[CH2:29][CH2:28]2)=[O:26])=[CH:23][C:5]2[C:6]3[N:7]([CH:11]=[C:12]([C:14]4[N:18]([CH:19]([CH3:21])[CH3:20])[N:17]=[C:16]([CH3:22])[N:15]=4)[N:13]=3)[CH2:8][CH2:9][O:10][C:4]=2[CH:3]=1.C(O)(C(F)(F)F)=[O:39].C1C=C(Cl)C=C(C(OO)=O)C=1. Product: [F:1][C:2]1[C:24]([S:25]([CH:27]2[CH2:32][CH2:31][N:30]([C:33]([CH3:37])([CH3:36])[CH2:34][OH:35])[CH2:29][CH2:28]2)(=[O:39])=[O:26])=[CH:23][C:5]2[C:6]3[N:7]([CH:11]=[C:12]([C:14]4[N:18]([CH:19]([CH3:20])[CH3:21])[N:17]=[C:16]([CH3:22])[N:15]=4)[N:13]=3)[CH2:8][CH2:9][O:10][C:4]=2[CH:3]=1. The catalyst class is: 2. (3) Reactant: [NH2:1][C:2]1[C:7]([C:8]#[C:9][C:10]2[CH:15]=[CH:14][C:13]([C:16]([F:19])([F:18])[F:17])=[CH:12][CH:11]=2)=[C:6]([CH3:20])[N:5]=[CH:4][N:3]=1.Cl[CH2:22][C:23]1[O:27][C:26]([C:28]([O:30][CH2:31][CH3:32])=[O:29])=[CH:25][CH:24]=1.C(=O)([O-])[O-].[K+].[K+]. Product: [CH3:20][C:6]1[N:5]=[CH:4][N:3]=[C:2]([NH:1][CH2:22][C:23]2[O:27][C:26]([C:28]([O:30][CH2:31][CH3:32])=[O:29])=[CH:25][CH:24]=2)[C:7]=1[C:8]#[C:9][C:10]1[CH:11]=[CH:12][C:13]([C:16]([F:19])([F:17])[F:18])=[CH:14][CH:15]=1. The catalyst class is: 9. (4) Reactant: C[O:2][C:3]1[CH:8]=[CH:7][C:6]([S:9][C:10]2[CH:11]=[C:12]([NH2:17])[CH:13]=[C:14]([CH3:16])[CH:15]=2)=[CH:5][CH:4]=1.B(Br)(Br)Br. Product: [NH2:17][C:12]1[CH:11]=[C:10]([S:9][C:6]2[CH:7]=[CH:8][C:3]([OH:2])=[CH:4][CH:5]=2)[CH:15]=[C:14]([CH3:16])[CH:13]=1. The catalyst class is: 4. (5) Product: [NH2:1][C:2]1[N:7]=[C:6]([NH:8][C:9]2[CH:10]=[C:11]([CH:21]=[CH:22][CH:23]=2)[O:12][C:13]2[CH:18]=[CH:17][N:16]=[C:15]([C:19]([NH2:20])=[O:26])[CH:14]=2)[CH:5]=[C:4]([Cl:24])[N:3]=1. Reactant: [NH2:1][C:2]1[N:7]=[C:6]([NH:8][C:9]2[CH:10]=[C:11]([CH:21]=[CH:22][CH:23]=2)[O:12][C:13]2[CH:18]=[CH:17][N:16]=[C:15]([C:19]#[N:20])[CH:14]=2)[CH:5]=[C:4]([Cl:24])[N:3]=1.S(=O)(=O)(O)[OH:26].C([O-])(O)=O.[Na+]. The catalyst class is: 25. (6) Reactant: [OH-].[K+].[N:3]1([CH:9]2[CH2:14][CH2:13][N:12]([CH2:15][C:16]3[C:17]([C:37]4[CH:42]=[CH:41][CH:40]=[C:39]([C:43]([F:46])([F:45])[F:44])[CH:38]=4)=[N:18][C:19]4[C:24]([C:25]=3[C:26]([O:28]C)=[O:27])=[CH:23][C:22]([S:30]([CH2:33][CH3:34])(=[O:32])=[O:31])=[C:21]([O:35][CH3:36])[CH:20]=4)[CH2:11][CH2:10]2)[CH2:8][CH2:7][CH2:6][CH2:5][CH2:4]1.[K]. Product: [N:3]1([CH:9]2[CH2:10][CH2:11][N:12]([CH2:15][C:16]3[C:17]([C:37]4[CH:42]=[CH:41][CH:40]=[C:39]([C:43]([F:44])([F:46])[F:45])[CH:38]=4)=[N:18][C:19]4[C:24]([C:25]=3[C:26]([OH:28])=[O:27])=[CH:23][C:22]([S:30]([CH2:33][CH3:34])(=[O:32])=[O:31])=[C:21]([O:35][CH3:36])[CH:20]=4)[CH2:13][CH2:14]2)[CH2:8][CH2:7][CH2:6][CH2:5][CH2:4]1. The catalyst class is: 24.